Dataset: Forward reaction prediction with 1.9M reactions from USPTO patents (1976-2016). Task: Predict the product of the given reaction. (1) Given the reactants C([N:4]1[CH2:8][C@H:7]([O:9][CH2:10][CH3:11])[C@H:6]([NH:12][C:13]2[C:18]([CH2:19][CH3:20])=[N:17][C:16]([C:21]3[CH:26]=[CH:25][C:24]([Cl:27])=[CH:23][C:22]=3[Cl:28])=[C:15]([CH2:29][CH3:30])[N:14]=2)[CH2:5]1)(=O)C.Cl[C:32]([O:34][CH:35]([CH3:37])[CH3:36])=[O:33], predict the reaction product. The product is: [Cl:28][C:22]1[CH:23]=[C:24]([Cl:27])[CH:25]=[CH:26][C:21]=1[C:16]1[N:17]=[C:18]([CH2:19][CH3:20])[C:13]([NH:12][C@H:6]2[C@@H:7]([O:9][CH2:10][CH3:11])[CH2:8][N:4]([C:32]([O:34][CH:35]([CH3:37])[CH3:36])=[O:33])[CH2:5]2)=[N:14][C:15]=1[CH2:29][CH3:30]. (2) Given the reactants [CH2:1]([O:3][C:4]([C:6]1[N:7]([C:26]2[CH:31]=[CH:30][C:29]([O:32][CH:33]([CH3:35])[CH3:34])=[CH:28][CH:27]=2)[C:8]2[C:13]([C:14]=1Br)=[CH:12][C:11]([C:16]1[CH:21]=[CH:20][C:19]([O:22][CH:23]([CH3:25])[CH3:24])=[CH:18][CH:17]=1)=[CH:10][CH:9]=2)=[O:5])[CH3:2].[CH3:36][S:37]([NH2:40])(=[O:39])=[O:38].CC1(C)C2C(=C(P(C3C=CC=CC=3)C3C=CC=CC=3)C=CC=2)OC2C(P(C3C=CC=CC=3)C3C=CC=CC=3)=CC=CC1=2.C([O-])([O-])=O.[Cs+].[Cs+], predict the reaction product. The product is: [CH2:1]([O:3][C:4]([C:6]1[N:7]([C:26]2[CH:31]=[CH:30][C:29]([O:32][CH:33]([CH3:35])[CH3:34])=[CH:28][CH:27]=2)[C:8]2[C:13]([C:14]=1[NH:40][S:37]([CH3:36])(=[O:39])=[O:38])=[CH:12][C:11]([C:16]1[CH:21]=[CH:20][C:19]([O:22][CH:23]([CH3:25])[CH3:24])=[CH:18][CH:17]=1)=[CH:10][CH:9]=2)=[O:5])[CH3:2].